From a dataset of Catalyst prediction with 721,799 reactions and 888 catalyst types from USPTO. Predict which catalyst facilitates the given reaction. (1) Reactant: [OH:1][C:2]1[CH:3]=[C:4]([CH2:8][C:9]([OH:11])=[O:10])[CH:5]=[CH:6][CH:7]=1.Cl.[CH3:13]O. Product: [CH3:13][O:10][C:9](=[O:11])[CH2:8][C:4]1[CH:5]=[CH:6][CH:7]=[C:2]([OH:1])[CH:3]=1. The catalyst class is: 12. (2) Reactant: FC(F)(F)C(O)=O.[CH3:8][O:9][C:10]1[NH:11][C:12]2[C:17]([N:18]=1)=[C:16]([NH2:19])[N:15]=[C:14]([O:20][CH2:21][CH2:22][O:23][CH3:24])[N:13]=2.[Br:25][C:26]1[N:31]=[CH:30][C:29]([CH2:32]OS(C)(=O)=O)=[CH:28][CH:27]=1.C(=O)([O-])[O-].[K+].[K+]. Product: [Br:25][C:26]1[N:31]=[CH:30][C:29]([CH2:32][N:11]2[C:10]([O:9][CH3:8])=[N:18][C:17]3[C:12]2=[N:13][C:14]([O:20][CH2:21][CH2:22][O:23][CH3:24])=[N:15][C:16]=3[NH2:19])=[CH:28][CH:27]=1. The catalyst class is: 3. (3) Reactant: [NH2:1][C:2]1[CH:7]=[C:6]([F:8])[CH:5]=[CH:4][C:3]=1[OH:9].[OH-].[K+].[C:12](=S)=[S:13]. Product: [F:8][C:6]1[CH:5]=[CH:4][C:3]2[O:9][C:12](=[S:13])[NH:1][C:2]=2[CH:7]=1. The catalyst class is: 14. (4) Reactant: [CH2:1]([O:8][C:9](=[O:31])[C@@H:10]([NH:18][C:19](=[O:30])[C@@H:20]([NH:22]C(OC(C)(C)C)=O)[CH3:21])[CH2:11][C:12]1[CH:17]=[CH:16][CH:15]=[CH:14][CH:13]=1)[C:2]1[CH:7]=[CH:6][CH:5]=[CH:4][CH:3]=1.FC(F)(F)C(O)=O.C(N(CC)C(C)C)(C)C.[CH3:48][N:49]1[C:57]2[C:52](=[CH:53][CH:54]=[CH:55][CH:56]=2)[CH:51]=[C:50]1[C:58]([OH:60])=O.CN(C(ON1N=NC2C=CC=NC1=2)=[N+](C)C)C.F[P-](F)(F)(F)(F)F. Product: [CH2:1]([O:8][C:9](=[O:31])[C@@H:10]([NH:18][C:19](=[O:30])[C@@H:20]([NH:22][C:58]([C:50]1[N:49]([CH3:48])[C:57]2[C:52]([CH:51]=1)=[CH:53][CH:54]=[CH:55][CH:56]=2)=[O:60])[CH3:21])[CH2:11][C:12]1[CH:13]=[CH:14][CH:15]=[CH:16][CH:17]=1)[C:2]1[CH:3]=[CH:4][CH:5]=[CH:6][CH:7]=1. The catalyst class is: 4. (5) Reactant: [Br:1][C:2]1[CH:7]=[CH:6][C:5]([C:8](=O)[CH3:9])=[CH:4][CH:3]=1.[NH:11]1[CH2:15][CH2:14][CH2:13][CH2:12]1.C([BH3-])#N.[Na+]. Product: [Br:1][C:2]1[CH:7]=[CH:6][C:5]([CH:8]([N:11]2[CH2:15][CH2:14][CH2:13][CH2:12]2)[CH3:9])=[CH:4][CH:3]=1. The catalyst class is: 125.